This data is from Full USPTO retrosynthesis dataset with 1.9M reactions from patents (1976-2016). The task is: Predict the reactants needed to synthesize the given product. (1) Given the product [F:1][C:2]1[CH:3]=[CH:4][C:5]([C:10]2[CH:15]=[CH:14][CH:13]=[CH:12][N:11]=2)=[N:6][C:7]=1[CH:8]=[N:17][OH:18], predict the reactants needed to synthesize it. The reactants are: [F:1][C:2]1[CH:3]=[CH:4][C:5]([C:10]2[CH:15]=[CH:14][CH:13]=[CH:12][N:11]=2)=[N:6][C:7]=1[CH:8]=O.Cl.[NH2:17][OH:18].N1C=CC=CC=1. (2) Given the product [Cl:2][C:3]1[S:7][C:6]2=[N:8][C:11]([CH2:10][Cl:9])=[CH:12][C:13](=[O:14])[N:5]2[CH:4]=1, predict the reactants needed to synthesize it. The reactants are: Cl.[Cl:2][C:3]1[S:7][C:6]([NH2:8])=[N:5][CH:4]=1.[Cl:9][CH2:10][C:11](=O)[CH2:12][C:13](OCC)=[O:14]. (3) Given the product [Cl:1][C:2]1[CH:7]=[C:6]([O:8][CH3:9])[CH:5]=[CH:4][C:3]=1[C:10]1[NH:11][C:12]2[C:17]([CH:18]=1)=[CH:16][C:15]([C:19]1[CH:26]=[CH:25][C:22]([C:23]#[N:24])=[CH:21][C:20]=1[CH3:27])=[CH:14][CH:13]=2, predict the reactants needed to synthesize it. The reactants are: [Cl:1][C:2]1[CH:7]=[C:6]([O:8][CH3:9])[CH:5]=[CH:4][C:3]=1[C:10]1[N:11](S(C(F)(F)F)(=O)=O)[C:12]2[C:17]([CH:18]=1)=[CH:16][C:15]([C:19]1[CH:26]=[CH:25][C:22]([C:23]#[N:24])=[CH:21][C:20]=1[CH3:27])=[CH:14][CH:13]=2.C([O-])([O-])=O.[K+].[K+]. (4) Given the product [Cl:8][C:9]1[N:10]=[C:11]([CH3:19])[C:12]2[CH2:16][CH2:17][N:20]([C:21]3[CH:22]=[CH:23][C:24]([CH2:27][C:28]([O:30][CH2:31][CH3:32])=[O:29])=[CH:25][CH:26]=3)[C:13]=2[N:14]=1, predict the reactants needed to synthesize it. The reactants are: C([O-])(O)=O.[Na+].[Na+].[I-].[Cl:8][C:9]1[N:14]=[C:13](Cl)[C:12]([CH2:16][CH2:17]Cl)=[C:11]([CH3:19])[N:10]=1.[NH2:20][C:21]1[CH:26]=[CH:25][C:24]([CH2:27][C:28]([O:30][CH2:31][CH3:32])=[O:29])=[CH:23][CH:22]=1. (5) Given the product [Cl:1][C:2]1[C:7]([N:8]([CH3:46])[C:9]2[CH:17]=[C:16]3[C:12]([C:13]([CH2:31][N:32]([CH3:40])[C:33](=[O:39])[O:34][C:35]([CH3:37])([CH3:38])[CH3:36])=[CH:14][N:15]3[S:18]([C:21]3[CH:26]=[CH:25][CH:24]=[C:23]([C:27]([F:28])([F:30])[F:29])[CH:22]=3)(=[O:20])=[O:19])=[CH:11][CH:10]=2)=[CH:6][CH:5]=[C:4]([O:41][CH3:42])[N:3]=1, predict the reactants needed to synthesize it. The reactants are: [Cl:1][C:2]1[C:7]([NH:8][C:9]2[CH:17]=[C:16]3[C:12]([C:13]([CH2:31][N:32]([CH3:40])[C:33](=[O:39])[O:34][C:35]([CH3:38])([CH3:37])[CH3:36])=[CH:14][N:15]3[S:18]([C:21]3[CH:26]=[CH:25][CH:24]=[C:23]([C:27]([F:30])([F:29])[F:28])[CH:22]=3)(=[O:20])=[O:19])=[CH:11][CH:10]=2)=[CH:6][CH:5]=[C:4]([O:41][CH3:42])[N:3]=1.[H-].[Na+].I[CH3:46].O.